Task: Regression. Given a peptide amino acid sequence and an MHC pseudo amino acid sequence, predict their binding affinity value. This is MHC class I binding data.. Dataset: Peptide-MHC class I binding affinity with 185,985 pairs from IEDB/IMGT The peptide sequence is GVALRSTYR. The MHC is HLA-A31:01 with pseudo-sequence HLA-A31:01. The binding affinity (normalized) is 0.787.